Regression. Given two drug SMILES strings and cell line genomic features, predict the synergy score measuring deviation from expected non-interaction effect. From a dataset of NCI-60 drug combinations with 297,098 pairs across 59 cell lines. (1) Drug 1: COC1=C(C=C2C(=C1)N=CN=C2NC3=CC(=C(C=C3)F)Cl)OCCCN4CCOCC4. Drug 2: CC12CCC3C(C1CCC2OP(=O)(O)O)CCC4=C3C=CC(=C4)OC(=O)N(CCCl)CCCl.[Na+]. Cell line: SK-OV-3. Synergy scores: CSS=27.1, Synergy_ZIP=-6.08, Synergy_Bliss=-6.46, Synergy_Loewe=-41.3, Synergy_HSA=-5.96. (2) Drug 1: CCC1=CC2CC(C3=C(CN(C2)C1)C4=CC=CC=C4N3)(C5=C(C=C6C(=C5)C78CCN9C7C(C=CC9)(C(C(C8N6C)(C(=O)OC)O)OC(=O)C)CC)OC)C(=O)OC.C(C(C(=O)O)O)(C(=O)O)O. Drug 2: C(CC(=O)O)C(=O)CN.Cl. Cell line: NCI/ADR-RES. Synergy scores: CSS=2.57, Synergy_ZIP=-0.373, Synergy_Bliss=-0.749, Synergy_Loewe=-0.624, Synergy_HSA=-0.913. (3) Drug 2: C(CC(=O)O)C(=O)CN.Cl. Synergy scores: CSS=3.38, Synergy_ZIP=-4.79, Synergy_Bliss=-9.47, Synergy_Loewe=-9.25, Synergy_HSA=-9.46. Drug 1: CN1CCC(CC1)COC2=C(C=C3C(=C2)N=CN=C3NC4=C(C=C(C=C4)Br)F)OC. Cell line: HOP-62.